From a dataset of Full USPTO retrosynthesis dataset with 1.9M reactions from patents (1976-2016). Predict the reactants needed to synthesize the given product. (1) Given the product [N+:3]([CH:4]([CH2:9][C:10]1[CH:11]=[CH:12][CH:13]=[CH:14][CH:15]=1)[C:5]([O:7][CH3:8])=[O:6])#[C-:1], predict the reactants needed to synthesize it. The reactants are: [CH:1]([NH:3][CH:4]([CH2:9][C:10]1[CH:15]=[CH:14][CH:13]=[CH:12][CH:11]=1)[C:5]([O:7][CH3:8])=[O:6])=O.C(N(CC)CC)C.P(Cl)(Cl)(Cl)=O.C(=O)([O-])[O-].[K+].[K+]. (2) Given the product [NH:4]([C:11]1[O:12][C:13]([C:16]([OH:18])=[O:17])=[CH:14][N:15]=1)[C:5]1[CH:6]=[CH:7][CH:8]=[CH:9][CH:10]=1, predict the reactants needed to synthesize it. The reactants are: O.[OH-].[Li+].[NH:4]([C:11]1[O:12][C:13]([C:16]([O:18]CC)=[O:17])=[CH:14][N:15]=1)[C:5]1[CH:10]=[CH:9][CH:8]=[CH:7][CH:6]=1.Cl. (3) Given the product [F:33][C:30]1[CH:31]=[C:32]2[C:27]([CH2:26][CH2:25][N:24]2[CH:21]2[CH2:22][CH2:23][N:18]([C:15]3[N:16]=[N:17][C:12]([C:5]4[CH:6]=[CH:7][C:2]([CH3:1])=[CH:3][CH:4]=4)=[CH:13][CH:14]=3)[CH2:19][CH2:20]2)=[CH:28][CH:29]=1, predict the reactants needed to synthesize it. The reactants are: [CH3:1][C:2]1[CH:7]=[CH:6][C:5](B(O)O)=[CH:4][CH:3]=1.Cl[C:12]1[N:17]=[N:16][C:15]([N:18]2[CH2:23][CH2:22][CH:21]([N:24]3[C:32]4[C:27](=[CH:28][CH:29]=[C:30]([F:33])[CH:31]=4)[CH2:26][CH2:25]3)[CH2:20][CH2:19]2)=[CH:14][CH:13]=1. (4) Given the product [C:1]([C:5]1[CH:10]=[C:9]([C:11]([CH3:14])([CH3:13])[CH3:12])[CH:8]=[CH:7][C:6]=1[O:15][CH2:16][CH:18]1[CH2:19][O:20]1)([CH3:4])([CH3:3])[CH3:2], predict the reactants needed to synthesize it. The reactants are: [C:1]([C:5]1[CH:10]=[C:9]([C:11]([CH3:14])([CH3:13])[CH3:12])[CH:8]=[CH:7][C:6]=1[OH:15])([CH3:4])([CH3:3])[CH3:2].[CH2:16]([CH:18]1[O:20][CH2:19]1)Cl.